The task is: Regression. Given two drug SMILES strings and cell line genomic features, predict the synergy score measuring deviation from expected non-interaction effect.. This data is from NCI-60 drug combinations with 297,098 pairs across 59 cell lines. (1) Drug 1: C(=O)(N)NO. Drug 2: CCCCCOC(=O)NC1=NC(=O)N(C=C1F)C2C(C(C(O2)C)O)O. Cell line: SR. Synergy scores: CSS=2.46, Synergy_ZIP=-0.602, Synergy_Bliss=-4.75, Synergy_Loewe=-6.17, Synergy_HSA=-4.59. (2) Drug 1: CC(C1=C(C=CC(=C1Cl)F)Cl)OC2=C(N=CC(=C2)C3=CN(N=C3)C4CCNCC4)N. Drug 2: CS(=O)(=O)OCCCCOS(=O)(=O)C. Cell line: SNB-19. Synergy scores: CSS=6.62, Synergy_ZIP=-3.37, Synergy_Bliss=-2.00, Synergy_Loewe=-4.11, Synergy_HSA=-1.66. (3) Drug 1: CC12CCC(CC1=CCC3C2CCC4(C3CC=C4C5=CN=CC=C5)C)O. Drug 2: C1CCC(C1)C(CC#N)N2C=C(C=N2)C3=C4C=CNC4=NC=N3. Cell line: SR. Synergy scores: CSS=63.3, Synergy_ZIP=-4.36, Synergy_Bliss=-0.933, Synergy_Loewe=-3.05, Synergy_HSA=-2.00. (4) Drug 1: CS(=O)(=O)C1=CC(=C(C=C1)C(=O)NC2=CC(=C(C=C2)Cl)C3=CC=CC=N3)Cl. Drug 2: CC1=C(N=C(N=C1N)C(CC(=O)N)NCC(C(=O)N)N)C(=O)NC(C(C2=CN=CN2)OC3C(C(C(C(O3)CO)O)O)OC4C(C(C(C(O4)CO)O)OC(=O)N)O)C(=O)NC(C)C(C(C)C(=O)NC(C(C)O)C(=O)NCCC5=NC(=CS5)C6=NC(=CS6)C(=O)NCCC[S+](C)C)O. Cell line: HOP-62. Synergy scores: CSS=1.11, Synergy_ZIP=-11.5, Synergy_Bliss=-29.6, Synergy_Loewe=-43.9, Synergy_HSA=-29.4. (5) Drug 1: C1CCC(C1)C(CC#N)N2C=C(C=N2)C3=C4C=CNC4=NC=N3. Drug 2: CN(C(=O)NC(C=O)C(C(C(CO)O)O)O)N=O. Cell line: SK-OV-3. Synergy scores: CSS=0.672, Synergy_ZIP=-1.74, Synergy_Bliss=-3.65, Synergy_Loewe=-6.25, Synergy_HSA=-3.53. (6) Drug 1: C1=C(C(=O)NC(=O)N1)F. Drug 2: CCC1=C2CN3C(=CC4=C(C3=O)COC(=O)C4(CC)O)C2=NC5=C1C=C(C=C5)O. Cell line: BT-549. Synergy scores: CSS=37.2, Synergy_ZIP=-11.5, Synergy_Bliss=-7.72, Synergy_Loewe=-5.49, Synergy_HSA=-2.47. (7) Synergy scores: CSS=24.5, Synergy_ZIP=-1.52, Synergy_Bliss=-5.69, Synergy_Loewe=-25.3, Synergy_HSA=-6.26. Cell line: OVCAR-4. Drug 1: CC(C1=C(C=CC(=C1Cl)F)Cl)OC2=C(N=CC(=C2)C3=CN(N=C3)C4CCNCC4)N. Drug 2: CN(CC1=CN=C2C(=N1)C(=NC(=N2)N)N)C3=CC=C(C=C3)C(=O)NC(CCC(=O)O)C(=O)O.